This data is from NCI-60 drug combinations with 297,098 pairs across 59 cell lines. The task is: Regression. Given two drug SMILES strings and cell line genomic features, predict the synergy score measuring deviation from expected non-interaction effect. (1) Cell line: UACC-257. Drug 1: CN(C)N=NC1=C(NC=N1)C(=O)N. Synergy scores: CSS=9.01, Synergy_ZIP=1.16, Synergy_Bliss=1.41, Synergy_Loewe=-8.78, Synergy_HSA=-3.98. Drug 2: C1CC(C1)(C(=O)O)C(=O)O.[NH2-].[NH2-].[Pt+2]. (2) Drug 1: CC12CCC(CC1=CCC3C2CCC4(C3CC=C4C5=CN=CC=C5)C)O. Drug 2: CC12CCC3C(C1CCC2O)C(CC4=C3C=CC(=C4)O)CCCCCCCCCS(=O)CCCC(C(F)(F)F)(F)F. Cell line: SK-OV-3. Synergy scores: CSS=5.44, Synergy_ZIP=-1.06, Synergy_Bliss=2.05, Synergy_Loewe=-0.951, Synergy_HSA=1.69. (3) Drug 1: COC1=NC(=NC2=C1N=CN2C3C(C(C(O3)CO)O)O)N. Drug 2: C1=NC(=NC(=O)N1C2C(C(C(O2)CO)O)O)N. Cell line: KM12. Synergy scores: CSS=23.3, Synergy_ZIP=9.13, Synergy_Bliss=11.3, Synergy_Loewe=0.308, Synergy_HSA=10.6. (4) Drug 1: C1=C(C(=O)NC(=O)N1)F. Drug 2: C1CN(CCN1C(=O)CCBr)C(=O)CCBr. Cell line: OVCAR-8. Synergy scores: CSS=29.8, Synergy_ZIP=-3.05, Synergy_Bliss=-0.868, Synergy_Loewe=-4.87, Synergy_HSA=2.04.